From a dataset of CYP2C19 inhibition data for predicting drug metabolism from PubChem BioAssay. Regression/Classification. Given a drug SMILES string, predict its absorption, distribution, metabolism, or excretion properties. Task type varies by dataset: regression for continuous measurements (e.g., permeability, clearance, half-life) or binary classification for categorical outcomes (e.g., BBB penetration, CYP inhibition). Dataset: cyp2c19_veith. (1) The molecule is CCn1c2ccccc2c2cc(NC(=O)CSc3nnc(-c4ccc(OC)c(OC)c4)n3N)ccc21. The result is 1 (inhibitor). (2) The result is 0 (non-inhibitor). The molecule is CO[C@H]1C=C2CCN(C)[C@@H]2[C@@H]2c3cc4c(cc3C(=O)O[C@@H]12)OCO4.